This data is from Forward reaction prediction with 1.9M reactions from USPTO patents (1976-2016). The task is: Predict the product of the given reaction. (1) Given the reactants [CH2:1]([O:3][C:4](=[O:26])[CH2:5][N:6]1[C:14]2[CH2:13][CH2:12][CH2:11][CH:10]([NH:15][S:16]([C:19]3[CH:24]=[CH:23][CH:22]=[C:21]([NH2:25])[CH:20]=3)(=[O:18])=[O:17])[C:9]=2[CH:8]=[N:7]1)[CH3:2].[C:27]1([S:33](Cl)(=[O:35])=[O:34])[CH:32]=[CH:31][CH:30]=[CH:29][CH:28]=1, predict the reaction product. The product is: [CH2:1]([O:3][C:4](=[O:26])[CH2:5][N:6]1[C:14]2[CH2:13][CH2:12][CH2:11][CH:10]([NH:15][S:16]([C:19]3[CH:24]=[CH:23][CH:22]=[C:21]([NH:25][S:33]([C:27]4[CH:32]=[CH:31][CH:30]=[CH:29][CH:28]=4)(=[O:35])=[O:34])[CH:20]=3)(=[O:18])=[O:17])[C:9]=2[CH:8]=[N:7]1)[CH3:2]. (2) The product is: [Cl:1][C:2]1[CH:3]=[CH:4][C:5]2[N:11]3[C:12]([C:15]4[N:19]([CH3:20])[NH:18][NH:17][N:16]=4)=[CH:13][CH:14]=[C:10]3[C@@H:9]([CH2:21][CH2:22][C:23]([N:25]3[CH2:30][CH2:29][CH:28]([CH2:31][C:32]([OH:34])=[O:33])[CH2:27][CH2:26]3)=[O:24])[O:8][C@H:7]([C:37]3[CH:42]=[CH:41][CH:40]=[C:39]([O:43][CH3:44])[C:38]=3[O:45][CH3:46])[C:6]=2[CH:47]=1. Given the reactants [Cl:1][C:2]1[CH:3]=[CH:4][C:5]2[N:11]3[C:12]([C:15]4[N:19]([CH3:20])[NH:18][NH:17][N:16]=4)=[CH:13][CH:14]=[C:10]3[C@@H:9]([CH2:21][CH2:22][C:23]([N:25]3[CH2:30][CH2:29][CH:28]([CH2:31][C:32]([O:34]CC)=[O:33])[CH2:27][CH2:26]3)=[O:24])[O:8][C@H:7]([C:37]3[CH:42]=[CH:41][CH:40]=[C:39]([O:43][CH3:44])[C:38]=3[O:45][CH3:46])[C:6]=2[CH:47]=1, predict the reaction product. (3) Given the reactants [O:1]=[C:2]1[O:6][N:5]=[C:4]([C:7]([OH:9])=O)[NH:3]1.CN(C(ON1N=NC2C=CC=NC1=2)=[N+](C)C)C.F[P-](F)(F)(F)(F)F.CCN(C(C)C)C(C)C.C([O:45][C:46](=[O:70])[C@@:47]([CH2:67][O:68][CH3:69])([CH3:66])[CH2:48][C@H:49]([NH2:65])[CH2:50][C:51]1[CH:56]=[CH:55][C:54]([C:57]2[CH:62]=[C:61]([Cl:63])[CH:60]=[CH:59][C:58]=2[F:64])=[CH:53][CH:52]=1)C.[OH-].[Na+], predict the reaction product. The product is: [Cl:63][C:61]1[CH:60]=[CH:59][C:58]([F:64])=[C:57]([C:54]2[CH:53]=[CH:52][C:51]([CH2:50][C@@H:49]([NH:65][C:7]([C:4]3[NH:3][C:2](=[O:1])[O:6][N:5]=3)=[O:9])[CH2:48][C@:47]([CH2:67][O:68][CH3:69])([CH3:66])[C:46]([OH:70])=[O:45])=[CH:56][CH:55]=2)[CH:62]=1. (4) The product is: [C:1]1([C:7]2([C:13]3[CH:18]=[CH:17][CH:16]=[CH:15][CH:14]=3)[CH2:8][CH2:9][N:10]([CH2:20][C:21]#[N:22])[CH2:11][CH2:12]2)[CH:2]=[CH:3][CH:4]=[CH:5][CH:6]=1. Given the reactants [C:1]1([C:7]2([C:13]3[CH:18]=[CH:17][CH:16]=[CH:15][CH:14]=3)[CH2:12][CH2:11][NH:10][CH2:9][CH2:8]2)[CH:6]=[CH:5][CH:4]=[CH:3][CH:2]=1.Cl[CH2:20][C:21]#[N:22].C(=O)([O-])[O-].[K+].[K+].[I-].[K+], predict the reaction product. (5) The product is: [Cl:1][C:2]1[N:3]=[C:4]2[CH:12]=[C:11]([Cl:13])[CH:10]=[N:9][C:5]2=[N:6][C:7]=1[N:17]1[CH2:16][CH2:15][N:14]([C:20]([O:22][C:23]([CH3:26])([CH3:25])[CH3:24])=[O:21])[CH2:19][CH2:18]1. Given the reactants [Cl:1][C:2]1[N:3]=[C:4]2[CH:12]=[C:11]([Cl:13])[CH:10]=[N:9][C:5]2=[N:6][C:7]=1Cl.[N:14]1([C:20]([O:22][C:23]([CH3:26])([CH3:25])[CH3:24])=[O:21])[CH2:19][CH2:18][NH:17][CH2:16][CH2:15]1.[NH4+].[Cl-], predict the reaction product. (6) The product is: [OH:5][CH2:4][CH2:3][C@@H:2]([NH:1][C:13]([NH:12][C:15]1[CH:16]=[CH:17][C:18]([C:21]2[N:25]=[CH:24][N:23]([C:26]3[CH:31]=[CH:30][C:29]([O:32][C:33]([F:36])([F:34])[F:35])=[CH:28][CH:27]=3)[N:22]=2)=[CH:19][CH:20]=1)=[S:14])[C:6]1[CH:11]=[CH:10][CH:9]=[CH:8][CH:7]=1. Given the reactants [NH2:1][C@@H:2]([C:6]1[CH:11]=[CH:10][CH:9]=[CH:8][CH:7]=1)[CH2:3][CH2:4][OH:5].[N:12]([C:15]1[CH:20]=[CH:19][C:18]([C:21]2[N:25]=[CH:24][N:23]([C:26]3[CH:31]=[CH:30][C:29]([O:32][C:33]([F:36])([F:35])[F:34])=[CH:28][CH:27]=3)[N:22]=2)=[CH:17][CH:16]=1)=[C:13]=[S:14], predict the reaction product. (7) Given the reactants [NH2:1][C:2]1[C:3](=[O:37])[NH:4][C:5]2[C:10]([N:11]=1)=[C:9]([O:12][C:13]1[CH:18]=[C:17]([C:19]3[CH:24]=[CH:23][C:22]([C:25]([F:28])([F:27])[F:26])=[CH:21][CH:20]=3)[N:16]=[C:15]([NH:29][CH2:30][CH:31]3[CH2:36][CH2:35][CH2:34][CH2:33][NH:32]3)[N:14]=1)[CH:8]=[CH:7][CH:6]=2.[CH:38]1([CH:41]=O)[CH2:40][CH2:39]1, predict the reaction product. The product is: [NH2:1][C:2]1[C:3](=[O:37])[NH:4][C:5]2[C:10]([N:11]=1)=[C:9]([O:12][C:13]1[CH:18]=[C:17]([C:19]3[CH:24]=[CH:23][C:22]([C:25]([F:28])([F:26])[F:27])=[CH:21][CH:20]=3)[N:16]=[C:15]([NH:29][CH2:30][CH:31]3[CH2:36][CH2:35][CH2:34][CH2:33][N:32]3[CH2:41][CH:38]3[CH2:40][CH2:39]3)[N:14]=1)[CH:8]=[CH:7][CH:6]=2. (8) The product is: [C:11]([O:15][C:16]([N:18]1[CH2:23][CH2:22][CH:21]([NH:1][C:2]2[CH:3]=[C:4]3[C:8](=[CH:9][CH:10]=2)[NH:7][CH:6]=[CH:5]3)[CH2:20][CH2:19]1)=[O:17])([CH3:14])([CH3:12])[CH3:13]. Given the reactants [NH2:1][C:2]1[CH:3]=[C:4]2[C:8](=[CH:9][CH:10]=1)[NH:7][CH:6]=[CH:5]2.[C:11]([O:15][C:16]([N:18]1[CH2:23][CH2:22][C:21](=O)[CH2:20][CH2:19]1)=[O:17])([CH3:14])([CH3:13])[CH3:12].C(O)(=O)C.C(O[BH-](OC(=O)C)OC(=O)C)(=O)C.[Na+].C(=O)([O-])[O-].[Na+].[Na+], predict the reaction product. (9) Given the reactants [OH-].[Na+].[CH:3]1([C:6]2[CH:11]=[C:10]([CH2:12][N:13]3[CH2:16][C:15]4([CH2:20][C:19]([N:21]5[CH2:26][CH2:25][C:24]([CH3:32])([C:27]([O:29]CC)=[O:28])[CH2:23][CH2:22]5)=[N:18][O:17]4)[CH2:14]3)[CH:9]=[C:8]([O:33][CH2:34][CH2:35][C:36]([F:39])([F:38])[F:37])[C:7]=2[C:40]2[CH:45]=[CH:44][C:43]([F:46])=[CH:42][CH:41]=2)[CH2:5][CH2:4]1, predict the reaction product. The product is: [CH:3]1([C:6]2[CH:11]=[C:10]([CH2:12][N:13]3[CH2:14][C:15]4([CH2:20][C:19]([N:21]5[CH2:26][CH2:25][C:24]([CH3:32])([C:27]([OH:29])=[O:28])[CH2:23][CH2:22]5)=[N:18][O:17]4)[CH2:16]3)[CH:9]=[C:8]([O:33][CH2:34][CH2:35][C:36]([F:37])([F:39])[F:38])[C:7]=2[C:40]2[CH:41]=[CH:42][C:43]([F:46])=[CH:44][CH:45]=2)[CH2:5][CH2:4]1. (10) Given the reactants [I:1][C@H:2]1[C@H:8]2[CH2:9][C@H:5]([C:6](=[O:10])[O:7]2)[CH2:4][CH2:3]1.[O:11]1CCCC1, predict the reaction product. The product is: [OH:7][C@H:8]1[C@H:2]([I:1])[CH2:3][CH2:4][C@@H:5]([C:6]([OH:10])=[O:11])[CH2:9]1.